This data is from Forward reaction prediction with 1.9M reactions from USPTO patents (1976-2016). The task is: Predict the product of the given reaction. (1) Given the reactants C(OC(=O)[NH:7][C:8]1[S:24][C:11]2=[CH:12][N:13]=[CH:14][C:15]([O:16][C:17]3[CH:22]=[CH:21][C:20]([I:23])=[CH:19][CH:18]=3)=[C:10]2[CH:9]=1)(C)(C)C.C([SiH](C(C)C)C(C)C)(C)C, predict the reaction product. The product is: [I:23][C:20]1[CH:21]=[CH:22][C:17]([O:16][C:15]2[CH:14]=[N:13][CH:12]=[C:11]3[S:24][C:8]([NH2:7])=[CH:9][C:10]=23)=[CH:18][CH:19]=1. (2) Given the reactants [OH:1][CH2:2][CH:3]1[NH:8][CH2:7][CH2:6][N:5]([C:9]([O:11][C:12]([CH3:15])([CH3:14])[CH3:13])=[O:10])[CH2:4]1.[C:16]1([N:22]=[C:23]=[O:24])[CH:21]=[CH:20][CH:19]=[CH:18][CH:17]=1, predict the reaction product. The product is: [NH:22]([C:23]([N:8]1[CH2:7][CH2:6][N:5]([C:9]([O:11][C:12]([CH3:15])([CH3:14])[CH3:13])=[O:10])[CH2:4][CH:3]1[CH2:2][OH:1])=[O:24])[C:16]1[CH:21]=[CH:20][CH:19]=[CH:18][CH:17]=1. (3) Given the reactants O[CH2:2][C:3]1[CH:4]=[C:5]([CH:8]=[CH:9][CH:10]=1)[C:6]#[N:7].C1C=CC(P([N:25]=[N+:26]=[N-:27])(C2C=CC=CC=2)=O)=CC=1.C1CCN2C(=NCCC2)CC1, predict the reaction product. The product is: [N:25]([CH2:2][C:3]1[CH:4]=[C:5]([CH:8]=[CH:9][CH:10]=1)[C:6]#[N:7])=[N+:26]=[N-:27]. (4) Given the reactants [Cl:1][C:2]1[CH:21]=[CH:20][C:5]([CH2:6][N:7]2[C:11]3[CH:12]=[CH:13][C:14]([C:16]([O:18]C)=[O:17])=[CH:15][C:10]=3[N:9]=[CH:8]2)=[CH:4][CH:3]=1.[OH-].[Na+].Cl, predict the reaction product. The product is: [Cl:1][C:2]1[CH:3]=[CH:4][C:5]([CH2:6][N:7]2[C:11]3[CH:12]=[CH:13][C:14]([C:16]([OH:18])=[O:17])=[CH:15][C:10]=3[N:9]=[CH:8]2)=[CH:20][CH:21]=1. (5) Given the reactants [NH:1]1[C:9]2[C:4](=[CH:5][CH:6]=C(C#N)[CH:8]=2)[CH:3]=[N:2]1.[OH-:12].[Na+].[CH2:14]([OH:16])[CH3:15], predict the reaction product. The product is: [NH:1]1[C:9]2[C:4](=[CH:5][CH:6]=[C:15]([C:14]([OH:12])=[O:16])[CH:8]=2)[CH:3]=[N:2]1. (6) Given the reactants [CH:1]([O:4][C:5]1[CH:10]=[CH:9][C:8]([CH2:11]O)=[CH:7][C:6]=1[C:13]([F:16])([F:15])[F:14])([CH3:3])[CH3:2].S(Cl)([Cl:19])=O, predict the reaction product. The product is: [Cl:19][CH2:11][C:8]1[CH:9]=[CH:10][C:5]([O:4][CH:1]([CH3:3])[CH3:2])=[C:6]([C:13]([F:16])([F:15])[F:14])[CH:7]=1. (7) The product is: [Cl:11][S:12]([C:4]1[CH:5]=[CH:6][C:1]([CH3:10])=[C:2]([CH:3]=1)[C:7]([OH:9])=[O:8])(=[O:14])=[O:13]. Given the reactants [C:1]1([CH3:10])[C:2]([C:7]([OH:9])=[O:8])=[CH:3][CH:4]=[CH:5][CH:6]=1.[Cl:11][S:12](O)(=[O:14])=[O:13], predict the reaction product.